Dataset: NCI-60 drug combinations with 297,098 pairs across 59 cell lines. Task: Regression. Given two drug SMILES strings and cell line genomic features, predict the synergy score measuring deviation from expected non-interaction effect. (1) Drug 1: C1CC(C1)(C(=O)O)C(=O)O.[NH2-].[NH2-].[Pt+2]. Drug 2: C(=O)(N)NO. Cell line: NCI/ADR-RES. Synergy scores: CSS=1.57, Synergy_ZIP=-0.697, Synergy_Bliss=-0.503, Synergy_Loewe=-1.27, Synergy_HSA=-1.21. (2) Drug 1: C1=C(C(=O)NC(=O)N1)N(CCCl)CCCl. Cell line: SW-620. Synergy scores: CSS=40.1, Synergy_ZIP=-2.84, Synergy_Bliss=0.462, Synergy_Loewe=1.21, Synergy_HSA=4.64. Drug 2: CN(CC1=CN=C2C(=N1)C(=NC(=N2)N)N)C3=CC=C(C=C3)C(=O)NC(CCC(=O)O)C(=O)O. (3) Drug 1: C1=CN(C=N1)CC(O)(P(=O)(O)O)P(=O)(O)O. Drug 2: C1CN(P(=O)(OC1)NCCCl)CCCl. Cell line: BT-549. Synergy scores: CSS=3.76, Synergy_ZIP=-3.41, Synergy_Bliss=-10.6, Synergy_Loewe=-8.56, Synergy_HSA=-7.57. (4) Drug 1: C#CCC(CC1=CN=C2C(=N1)C(=NC(=N2)N)N)C3=CC=C(C=C3)C(=O)NC(CCC(=O)O)C(=O)O. Drug 2: CN(CC1=CN=C2C(=N1)C(=NC(=N2)N)N)C3=CC=C(C=C3)C(=O)NC(CCC(=O)O)C(=O)O. Cell line: RPMI-8226. Synergy scores: CSS=28.5, Synergy_ZIP=0.651, Synergy_Bliss=0.325, Synergy_Loewe=3.95, Synergy_HSA=-3.23. (5) Drug 1: CC1=C(C=C(C=C1)C(=O)NC2=CC(=CC(=C2)C(F)(F)F)N3C=C(N=C3)C)NC4=NC=CC(=N4)C5=CN=CC=C5. Drug 2: N.N.Cl[Pt+2]Cl. Cell line: SN12C. Synergy scores: CSS=33.7, Synergy_ZIP=-2.38, Synergy_Bliss=-0.608, Synergy_Loewe=-5.14, Synergy_HSA=-4.08.